From a dataset of NCI-60 drug combinations with 297,098 pairs across 59 cell lines. Regression. Given two drug SMILES strings and cell line genomic features, predict the synergy score measuring deviation from expected non-interaction effect. Drug 1: C1CN1C2=NC(=NC(=N2)N3CC3)N4CC4. Drug 2: CN(CC1=CN=C2C(=N1)C(=NC(=N2)N)N)C3=CC=C(C=C3)C(=O)NC(CCC(=O)O)C(=O)O. Cell line: LOX IMVI. Synergy scores: CSS=47.4, Synergy_ZIP=-3.45, Synergy_Bliss=-6.66, Synergy_Loewe=-7.56, Synergy_HSA=-2.49.